From a dataset of Full USPTO retrosynthesis dataset with 1.9M reactions from patents (1976-2016). Predict the reactants needed to synthesize the given product. (1) Given the product [Cl:1][C:2]1[C:3]2[C:10]([I:31])=[CH:9][N:8]([C@@H:11]3[CH2:16][CH2:15][CH2:14][N:13]([C:17]([O:19][C:20]([CH3:23])([CH3:22])[CH3:21])=[O:18])[CH2:12]3)[C:4]=2[N:5]=[CH:6][N:7]=1, predict the reactants needed to synthesize it. The reactants are: [Cl:1][C:2]1[C:3]2[CH:10]=[CH:9][N:8]([C@@H:11]3[CH2:16][CH2:15][CH2:14][N:13]([C:17]([O:19][C:20]([CH3:23])([CH3:22])[CH3:21])=[O:18])[CH2:12]3)[C:4]=2[N:5]=[CH:6][N:7]=1.C1C(=O)N([I:31])C(=O)C1.O. (2) Given the product [CH3:19][O:20][C:21]1[CH:22]=[C:23](/[C:29](=[CH:15]/[C:14]2[CH:17]=[CH:18][C:11]([O:10][CH2:9][CH2:8][CH2:7][CH2:6][CH2:5][CH2:4][CH2:3][CH2:2][OH:1])=[CH:12][CH:13]=2)/[C:30]#[N:31])[CH:24]=[CH:25][C:26]=1[O:27][CH3:28], predict the reactants needed to synthesize it. The reactants are: [OH:1][CH2:2][CH2:3][CH2:4][CH2:5][CH2:6][CH2:7][CH2:8][CH2:9][O:10][C:11]1[CH:18]=[CH:17][C:14]([CH:15]=O)=[CH:13][CH:12]=1.[CH3:19][O:20][C:21]1[CH:22]=[C:23]([CH2:29][C:30]#[N:31])[CH:24]=[CH:25][C:26]=1[O:27][CH3:28]. (3) Given the product [ClH:17].[CH2:1]([C:5]12[CH2:13][CH2:12][CH2:11][C:10]1([NH:14][CH3:15])[CH:9]1[CH2:16][CH:6]2[CH2:7][CH2:8]1)[CH2:2][CH2:3][CH3:4], predict the reactants needed to synthesize it. The reactants are: [CH2:1]([C:5]12[CH2:13][CH2:12][CH2:11][C:10]1([NH:14][CH3:15])[CH:9]1[CH2:16][CH:6]2[CH2:7][CH2:8]1)[CH2:2][CH2:3][CH3:4].[ClH:17]. (4) Given the product [CH3:16][O:15][C:12]1[CH:13]=[CH:14][C:9]([NH:8][C:6]2[N:7]=[CH:2][N:3]=[C:4]([NH:17][CH2:18][CH2:19][OH:20])[N:5]=2)=[CH:10][CH:11]=1, predict the reactants needed to synthesize it. The reactants are: Cl[C:2]1[N:7]=[C:6]([NH:8][C:9]2[CH:14]=[CH:13][C:12]([O:15][CH3:16])=[CH:11][CH:10]=2)[N:5]=[C:4]([NH:17][CH2:18][CH2:19][OH:20])[N:3]=1. (5) Given the product [N:1]([CH:4]1[CH2:10][CH2:9][N:8]([C:11]2[N:24]([CH3:23])[N:25]=[CH:21][C:22]=2[N+:27]([O-:29])=[O:28])[CH2:7][C:6]([CH3:18])([OH:19])[CH2:5]1)=[N+:2]=[N-:3], predict the reactants needed to synthesize it. The reactants are: [N:1]([CH:4]1[CH2:10][CH2:9][N:8]([C:11](OC(C)(C)C)=O)[CH2:7][C:6]([OH:19])([CH3:18])[CH2:5]1)=[N+:2]=[N-:3].Cl[C:21]1[N:25](C)[N:24]=[CH:23][C:22]=1[N+:27]([O-:29])=[O:28].[F-].[K+].O.